From a dataset of Forward reaction prediction with 1.9M reactions from USPTO patents (1976-2016). Predict the product of the given reaction. (1) The product is: [CH3:9][C:17]1[N:8]([CH:25]([C:27]2[CH:32]=[CH:31][CH:30]=[CH:29][CH:28]=2)[CH3:26])[C:7]2[C:2](=[N:3][CH:4]=[CH:5][CH:6]=2)[C:16]=1[C:15]([O:20][CH3:21])=[O:19]. Given the reactants I[C:2]1[C:7]([NH2:8])=[CH:6][CH:5]=[CH:4][N:3]=1.[C:9](=O)([O-])[O-].[Cs+].[Cs+].[C:15]([O:20][CH3:21])(=[O:19])[C:16](C)=[CH2:17].[H-].[Na+].Br[CH:25]([C:27]1[CH:32]=[CH:31][CH:30]=[CH:29][CH:28]=1)[CH3:26], predict the reaction product. (2) The product is: [Cl:1][C:2]1[N:3]=[C:4]([N:14]2[CH2:19][CH2:18][O:17][CH2:16][CH2:15]2)[C:5]2[S:10][C:9]([CH2:11][N:12]([CH2:21][CH2:20][S:22]([CH3:25])(=[O:24])=[O:23])[CH3:13])=[CH:8][C:6]=2[N:7]=1. Given the reactants [Cl:1][C:2]1[N:3]=[C:4]([N:14]2[CH2:19][CH2:18][O:17][CH2:16][CH2:15]2)[C:5]2[S:10][C:9]([CH2:11][NH:12][CH3:13])=[CH:8][C:6]=2[N:7]=1.[CH:20]([S:22]([CH3:25])(=[O:24])=[O:23])=[CH2:21], predict the reaction product. (3) Given the reactants [CH3:1][C:2]1[CH:3]=[C:4]2[C:9](=[CH:10][CH:11]=1)[O:8][C:7](=[O:12])[CH2:6][CH:5]2[C:13]1[CH:18]=[CH:17][CH:16]=[CH:15][CH:14]=1.[BH4-].[Na+].C(O)(=O)C, predict the reaction product. The product is: [OH:12][CH2:7][CH2:6][CH:5]([C:4]1[CH:3]=[C:2]([CH3:1])[CH:11]=[CH:10][C:9]=1[OH:8])[C:13]1[CH:14]=[CH:15][CH:16]=[CH:17][CH:18]=1.